Dataset: Forward reaction prediction with 1.9M reactions from USPTO patents (1976-2016). Task: Predict the product of the given reaction. Given the reactants [NH2:1][C:2]1[CH:7]=[C:6]([O:8][C:9]2[CH:10]=[CH:11][C:12]([NH:15][C:16]([C:18]3[C:19](=[O:33])[N:20]([C:27]4[CH:32]=[CH:31][CH:30]=[CH:29][CH:28]=4)[N:21]4[CH2:26][CH2:25][CH2:24][CH2:23][C:22]=34)=[O:17])=[N:13][CH:14]=2)[CH:5]=[CH:4][N:3]=1.[CH:34]1([C:37](Cl)=[O:38])[CH2:36][CH2:35]1, predict the reaction product. The product is: [CH:34]1([C:37]([NH:1][C:2]2[CH:7]=[C:6]([O:8][C:9]3[CH:10]=[CH:11][C:12]([NH:15][C:16]([C:18]4[C:19](=[O:33])[N:20]([C:27]5[CH:28]=[CH:29][CH:30]=[CH:31][CH:32]=5)[N:21]5[CH2:26][CH2:25][CH2:24][CH2:23][C:22]=45)=[O:17])=[N:13][CH:14]=3)[CH:5]=[CH:4][N:3]=2)=[O:38])[CH2:36][CH2:35]1.